This data is from Catalyst prediction with 721,799 reactions and 888 catalyst types from USPTO. The task is: Predict which catalyst facilitates the given reaction. (1) Reactant: [N+:1]([C:4]1[CH:5]=[C:6]([CH:14]=[CH:15][CH:16]=1)[O:7][CH2:8][CH2:9][CH2:10][CH2:11][CH2:12][NH2:13])([O-:3])=[O:2].[C:17]1([N:27]=[C:28]=[S:29])[C:26]2[C:21](=[CH:22][CH:23]=[CH:24][CH:25]=2)[CH:20]=[CH:19][CH:18]=1. Product: [C:17]1([NH:27][C:28]([NH:13][CH2:12][CH2:11][CH2:10][CH2:9][CH2:8][O:7][C:6]2[CH:14]=[CH:15][CH:16]=[C:4]([N+:1]([O-:3])=[O:2])[CH:5]=2)=[S:29])[C:26]2[C:21](=[CH:22][CH:23]=[CH:24][CH:25]=2)[CH:20]=[CH:19][CH:18]=1. The catalyst class is: 4. (2) Reactant: Cl[C:2]1[N:7]=[C:6]([CH2:8][CH2:9][C:10]2[CH:15]=[CH:14][CH:13]=[CH:12][C:11]=2[CH:16]([CH3:20])[C:17]([NH2:19])=[O:18])[C:5]([CH3:21])=[CH:4][N:3]=1.[CH3:22][N:23]1[CH:27]=[C:26]([NH2:28])[CH:25]=[N:24]1.O.C1(C)C=CC(S(O)(=O)=O)=CC=1. Product: [CH3:21][C:5]1[C:6]([CH2:8][CH2:9][C:10]2[CH:15]=[CH:14][CH:13]=[CH:12][C:11]=2[CH:16]([CH3:20])[C:17]([NH2:19])=[O:18])=[N:7][C:2]([NH:28][C:26]2[CH:25]=[N:24][N:23]([CH3:22])[CH:27]=2)=[N:3][CH:4]=1. The catalyst class is: 12. (3) Reactant: Cl[C:2]1[C:3]([N:8]2[CH2:13][CH2:12][O:11][CH2:10][CH2:9]2)=[N:4][CH:5]=[CH:6][N:7]=1.[OH-].[Na+].O. Product: [O:11]1[CH2:12][CH2:13][N:8]([C:3]2[CH:2]=[N:7][CH:6]=[CH:5][N:4]=2)[CH2:9][CH2:10]1. The catalyst class is: 16. (4) Reactant: [CH2:1]1[C:10]2[C:5](=[CH:6][CH:7]=[CH:8][CH:9]=2)[CH2:4][CH2:3][NH:2]1.[F-].[K+].[N+](C1C=C(S(O[CH2:26][C@H:27]2[CH2:29][O:28]2)(=O)=O)C=CC=1)([O-])=O. Product: [O:28]1[CH2:29][C@@H:27]1[CH2:26][N:2]1[CH2:3][CH2:4][C:5]2[C:10](=[CH:9][CH:8]=[CH:7][CH:6]=2)[CH2:1]1. The catalyst class is: 1.